This data is from Drug-target binding data from BindingDB using IC50 measurements. The task is: Regression. Given a target protein amino acid sequence and a drug SMILES string, predict the binding affinity score between them. We predict pIC50 (pIC50 = -log10(IC50 in M); higher means more potent). Dataset: bindingdb_ic50. (1) The drug is C[C@H](O)[C@H]1N[C@H](CO)[C@@H](O)[C@@H]1O. The target protein (Q4FZV0) has sequence MHLHLLFLLALCGAGCMAAGPSYSLRGSWRVSNGNSSLELPATVPGYVHSALQQHGLIQDPYYRFNDLNYRWISLDNWTYSTEFKIPFNRSEWQKVKLIFDGVDTVAEILFNNVTIGKTDNMFTRYSFDVTNVVKDVNSLKLRFQSAVQYAECQSKAHTQYRVPPECPPVEQKGECHVNFIRKEQCSFSWDWGPSFPSQGIWKDVRIEAYNIAHLDHLTFLPLYDNTSQAWTIEIEASFDVVSTKPVGGQVTIAIPELKTQQANHIELQHGQRIVKLLVKIRKDVTVETWWPHGHGNQTGYNTTILFALDGGLKIEKAAKVYFRTVQLIEEPITGSPGLSFYFKINGLPIFLKGSNWIPADSFQDKVTSELLQLLLQSAVDANMNTLRVWGGGIYEQDEFYALCDELGIMVWQDFMFASALYPTEPGFLESVRKEVTYQVRRLKSHPSVIIWSGNNENEVALRVNWFHVNPRDLGTYINDYVTLYVKTIREIVLSEDRSR.... The pIC50 is 4.5. (2) The small molecule is CC1(C)[C@H](C(=O)O)N2C(=O)C[C@H]2S1(=O)=O. The target protein sequence is MSKKNFILIFIFVILISCKNTEKISNETTLIDNIFTNSNAEGTLVIYNLNDDKYIIHNKERAEQRFYPASTFKIYNSLIGLNEKAVKDVDEVFYKLMAKSFLESWAKDSNLRYAIKNSQVPAYKELARRIGIKKMKENIEKLDFGNKSIGDSVDTFWLEGPLEISAMEQVKLLTKLAQNELQYPIEIQKAISDITITRANLHITLHGKTGLADSKNMTTEPIGWFVGWLEENDNIYVFALNIDNINSDDLAKRINIVKESLKALNLLK. The pIC50 is 4.9. (3) The target protein sequence is LDLIKEMRQFCKSLFPVVDYAYCTIPTYPSGQIGFMLCSKNPSTNFREPVQLLTQKQVEQRQLRYYNSDVHRAAFVLPEFARKALNDAD. The compound is COc1ccc(C2CC(c3cccs3)=NN2c2nc(-c3ccc(N4C(=O)c5ccccc5C4=O)cc3)cs2)cc1OC. The pIC50 is 3.7.